Regression/Classification. Given a drug SMILES string, predict its absorption, distribution, metabolism, or excretion properties. Task type varies by dataset: regression for continuous measurements (e.g., permeability, clearance, half-life) or binary classification for categorical outcomes (e.g., BBB penetration, CYP inhibition). Dataset: cyp2c9_veith. From a dataset of CYP2C9 inhibition data for predicting drug metabolism from PubChem BioAssay. The molecule is Cc1cc(=O)[nH]c(-n2nc(C)cc2C)n1. The result is 0 (non-inhibitor).